Dataset: Forward reaction prediction with 1.9M reactions from USPTO patents (1976-2016). Task: Predict the product of the given reaction. Given the reactants C1(CCC(Cl)=O)CCCC1.[CH:11]1([CH2:16][CH2:17][C:18]([N:20]=[C:21]=[S:22])=[O:19])[CH2:15][CH2:14][CH2:13][CH2:12]1.[CH3:23][O:24][C:25]1[CH:26]=[C:27]2[C:32](=[CH:33][C:34]=1[O:35][CH3:36])[N:31]=[CH:30][CH:29]=[C:28]2[O:37][C:38]1[CH:44]=[CH:43][C:41]([NH2:42])=[CH:40][C:39]=1[F:45].C1(C)C=CC=CC=1, predict the reaction product. The product is: [CH:11]1([CH2:16][CH2:17][C:18]([N:20]=[C:21]=[S:22])=[O:19])[CH2:12][CH2:13][CH2:14][CH2:15]1.[CH:11]1([CH2:16][CH2:17][C:18]([NH:20][C:21]([NH:42][C:41]2[CH:43]=[CH:44][C:38]([O:37][C:28]3[C:27]4[C:32](=[CH:33][C:34]([O:35][CH3:36])=[C:25]([O:24][CH3:23])[CH:26]=4)[N:31]=[CH:30][CH:29]=3)=[C:39]([F:45])[CH:40]=2)=[S:22])=[O:19])[CH2:12][CH2:13][CH2:14][CH2:15]1.